From a dataset of Forward reaction prediction with 1.9M reactions from USPTO patents (1976-2016). Predict the product of the given reaction. (1) Given the reactants [NH2:1][C:2]1[CH:3]=[CH:4][C:5]([Cl:16])=[C:6]([CH:15]=1)[C:7]([NH:9][CH2:10][C:11]([F:14])([F:13])[F:12])=[O:8].[F:17][C:18]([F:35])([C:23]1[C:27]([C:28]([F:31])([F:30])[F:29])=[C:26]([C:32](Cl)=[O:33])[NH:25][N:24]=1)[C:19]([F:22])([F:21])[F:20], predict the reaction product. The product is: [Cl:16][C:5]1[CH:4]=[CH:3][C:2]([NH:1][C:32]([C:26]2[NH:25][N:24]=[C:23]([C:18]([F:17])([F:35])[C:19]([F:20])([F:21])[F:22])[C:27]=2[C:28]([F:31])([F:29])[F:30])=[O:33])=[CH:15][C:6]=1[C:7](=[O:8])[NH:9][CH2:10][C:11]([F:12])([F:13])[F:14]. (2) The product is: [C:1]([N:8]1[CH2:12][CH2:11][CH2:10][C@H:9]1[CH2:13][C:15]#[N:16])([O:3][C:4]([CH3:7])([CH3:6])[CH3:5])=[O:2]. Given the reactants [C:1]([N:8]1[CH2:12][CH2:11][CH2:10][CH:9]1[CH2:13]O)([O:3][C:4]([CH3:7])([CH3:6])[CH3:5])=[O:2].[C-:15]#[N:16].[Na+].CCOC(C)=O, predict the reaction product. (3) Given the reactants [S:1]1[CH:5]=[CH:4][C:3]2[CH:6]=[C:7]([CH:10]=O)[CH:8]=[CH:9][C:2]1=2.[CH3:12][NH2:13].[BH4-].[Na+].O, predict the reaction product. The product is: [S:1]1[CH:5]=[CH:4][C:3]2[CH:6]=[C:7]([CH2:10][NH:13][CH3:12])[CH:8]=[CH:9][C:2]1=2. (4) Given the reactants [N+:1]([C:4]1[CH:5]=[C:6]2[C:10](=[CH:11][CH:12]=1)[NH:9][C:8]([CH:13]([CH3:16])[CH2:14][OH:15])=[CH:7]2)([O-])=O.O.O.[Sn](Cl)(Cl)(Cl)Cl, predict the reaction product. The product is: [NH2:1][C:4]1[CH:5]=[C:6]2[C:10](=[CH:11][CH:12]=1)[NH:9][C:8]([CH:13]([CH3:16])[CH2:14][OH:15])=[CH:7]2. (5) Given the reactants [Si]([O:8][CH2:9][C@H:10]1[O:14][C:13]([CH3:16])([CH3:15])[N:12]([C:17]([O:19][C:20]([CH3:23])([CH3:22])[CH3:21])=[O:18])[C@H:11]1[CH2:24][C:25]1[N:26]=[C:27]([CH3:30])[S:28][CH:29]=1)(C(C)(C)C)(C)C.CCCC[N+](CCCC)(CCCC)CCCC.[F-], predict the reaction product. The product is: [OH:8][CH2:9][C@H:10]1[O:14][C:13]([CH3:16])([CH3:15])[N:12]([C:17]([O:19][C:20]([CH3:21])([CH3:22])[CH3:23])=[O:18])[C@H:11]1[CH2:24][C:25]1[N:26]=[C:27]([CH3:30])[S:28][CH:29]=1. (6) Given the reactants [Li+].CC([N-]C(C)C)C.CN1C(=O)N(C)CCC1.[CH2:18]([O:20][C:21](=[O:33])[CH2:22][C:23]1[CH:28]=[CH:27][C:26]([S:29]([CH3:32])(=[O:31])=[O:30])=[CH:25][CH:24]=1)[CH3:19].I[CH2:35][CH:36]1[CH2:41][CH2:40][O:39][CH2:38][CH2:37]1, predict the reaction product. The product is: [CH3:32][S:29]([C:26]1[CH:27]=[CH:28][C:23]([CH:22]([CH2:35][CH:36]2[CH2:41][CH2:40][O:39][CH2:38][CH2:37]2)[C:21]([O:20][CH2:18][CH3:19])=[O:33])=[CH:24][CH:25]=1)(=[O:31])=[O:30].